Dataset: Full USPTO retrosynthesis dataset with 1.9M reactions from patents (1976-2016). Task: Predict the reactants needed to synthesize the given product. (1) Given the product [O:9]=[C:7]1[NH:6][C:5]2[CH:10]=[CH:11][C:2]([CH:22]=[O:23])=[CH:3][C:4]=2[S:8]1, predict the reactants needed to synthesize it. The reactants are: Br[C:2]1[CH:11]=[CH:10][C:5]2[NH:6][C:7](=[O:9])[S:8][C:4]=2[CH:3]=1.C[Mg]Br.C([Li])(C)(C)C.CN(C)[CH:22]=[O:23]. (2) Given the product [C:1]([C:5]1[CH:6]=[C:7]([CH:12]=[C:13]([I:16])[C:14]=1[OH:15])[C:8]([O:10][CH3:11])=[O:9])([CH3:4])([CH3:2])[CH3:3], predict the reactants needed to synthesize it. The reactants are: [C:1]([C:5]1[CH:6]=[C:7]([CH:12]=[CH:13][C:14]=1[OH:15])[C:8]([O:10][CH3:11])=[O:9])([CH3:4])([CH3:3])[CH3:2].[I:16]N1C(=O)CCC1=O.FC(F)(F)S(O)(=O)=O.O. (3) Given the product [CH2:21]([N:20]([CH2:23][CH3:24])[C:18]([C:15]1[CH:16]=[CH:17][C:12]([C:11](=[C:25]2[CH2:30][CH2:29][N:28]([CH2:31][C:32]3[CH:33]=[CH:34][CH:38]=[CH:37][N:36]=3)[CH2:27][CH2:26]2)[C:6]2[CH:7]=[CH:8][CH:9]=[CH:10][C:5]=2[NH:4][C:3](=[O:35])[O:2][CH3:1])=[CH:13][CH:14]=1)=[O:19])[CH3:22], predict the reactants needed to synthesize it. The reactants are: [CH3:1][O:2][C:3](=[O:35])[NH:4][C:5]1[CH:10]=[CH:9][CH:8]=[CH:7][C:6]=1[C:11](=[C:25]1[CH2:30][CH2:29][N:28]([CH2:31][CH2:32][CH2:33][CH3:34])[CH2:27][CH2:26]1)[C:12]1[CH:17]=[CH:16][C:15]([C:18]([N:20]([CH2:23][CH3:24])[CH2:21][CH3:22])=[O:19])=[CH:14][CH:13]=1.[NH2:36][C:37]1C=CC=C[C:38]=1C(=C1CCN(CC2C=CC=CN=2)CC1)C1C=CC(C(N(CC)CC)=O)=CC=1.ClC(OC)=O. (4) Given the product [CH:15]1[C:16]2[N:4]([C:1]3[CH:19]=[CH:18][C:30]4[NH:29][C:28]5[C:23]([C:22]=4[CH:2]=3)=[CH:24][CH:25]=[CH:26][CH:27]=5)[C:5]3[C:10](=[CH:9][CH:8]=[CH:7][CH:6]=3)[C:11]=2[CH:12]=[CH:13][CH:14]=1, predict the reactants needed to synthesize it. The reactants are: [C:1]([N:4]1[C:16]2[CH:15]=[CH:14][C:13](Br)=[CH:12][C:11]=2[C:10]2[C:5]1=[CH:6][CH:7]=[CH:8][CH:9]=2)(=O)[CH3:2].[CH:18]1[C:30]2[NH:29][C:28]3[C:23](=[CH:24][CH:25]=[CH:26][CH:27]=3)[C:22]=2C=C[CH:19]=1. (5) Given the product [C:1]([C:5]1[CH:13]=[CH:12][C:8]([C:9](=[O:10])[CH:14]=[C:15]([N:22]2[CH2:23][CH2:24][O:25][CH2:26][CH2:27]2)[N:16]2[CH2:21][CH2:20][O:19][CH2:18][CH2:17]2)=[CH:7][CH:6]=1)([CH3:4])([CH3:3])[CH3:2], predict the reactants needed to synthesize it. The reactants are: [C:1]([C:5]1[CH:13]=[CH:12][C:8]([C:9](Cl)=[O:10])=[CH:7][CH:6]=1)([CH3:4])([CH3:3])[CH3:2].[CH2:14]=[C:15]([N:22]1[CH2:27][CH2:26][O:25][CH2:24][CH2:23]1)[N:16]1[CH2:21][CH2:20][O:19][CH2:18][CH2:17]1.C(N(CC)CC)C.[OH-].[Na+]. (6) Given the product [C:13]([O:17][C:18]([N:20]1[CH2:23][CH:22]([O:24][C:25]2[CH:30]=[C:29]([Cl:31])[CH:28]=[CH:27][C:26]=2[O:10][CH2:9][C:7]2[CH:6]=[CH:5][CH:4]=[C:3]([C:2]([F:11])([F:1])[F:12])[N:8]=2)[CH2:21]1)=[O:19])([CH3:16])([CH3:14])[CH3:15], predict the reactants needed to synthesize it. The reactants are: [F:1][C:2]([F:12])([F:11])[C:3]1[N:8]=[C:7]([CH2:9][OH:10])[CH:6]=[CH:5][CH:4]=1.[C:13]([O:17][C:18]([N:20]1[CH2:23][CH:22]([O:24][C:25]2[CH:30]=[C:29]([Cl:31])[CH:28]=[CH:27][C:26]=2O)[CH2:21]1)=[O:19])([CH3:16])([CH3:15])[CH3:14].